From a dataset of Forward reaction prediction with 1.9M reactions from USPTO patents (1976-2016). Predict the product of the given reaction. Given the reactants C(N(C(C)C)CC)(C)C.[Cl:10][C:11]1[CH:12]=[C:13]([C:18]([C@H:20]2[CH2:22][C@@H:21]2[C:23]([OH:25])=O)=[O:19])[CH:14]=[CH:15][C:16]=1[Cl:17].[NH2:26][CH2:27][CH2:28][CH2:29][CH2:30][C@@H:31]([NH:36][C:37]([O:39][C:40]([CH3:43])([CH3:42])[CH3:41])=[O:38])[C:32]([O:34][CH3:35])=[O:33].CN(C(ON1N=NC2C=CC=NC1=2)=[N+](C)C)C.F[P-](F)(F)(F)(F)F, predict the reaction product. The product is: [C:40]([O:39][C:37]([NH:36][C@@H:31]([CH2:30][CH2:29][CH2:28][CH2:27][NH:26][C:23]([C@H:21]1[CH2:22][C@@H:20]1[C:18]([C:13]1[CH:14]=[CH:15][C:16]([Cl:17])=[C:11]([Cl:10])[CH:12]=1)=[O:19])=[O:25])[C:32]([O:34][CH3:35])=[O:33])=[O:38])([CH3:43])([CH3:42])[CH3:41].